This data is from Reaction yield outcomes from USPTO patents with 853,638 reactions. The task is: Predict the reaction yield, written as a fraction of the theoretical maximum amount of product (1.0 means a 100% yield; for example, 0.34 means a 34% yield). (1) The reactants are Cl[C:2]1[CH:7]=[CH:6][N:5]=[C:4]([N:8]2[CH2:19][CH2:18][N:17]3[C:10](=[CH:11][C:12]4[CH2:13][C:14]([CH3:21])([CH3:20])[CH2:15][C:16]=43)[C:9]2=[O:22])[C:3]=1[CH:23]=[O:24].[CH3:25][N:26]1[CH:31]=[C:30](B2OC(C)(C)C(C)(C)O2)[CH:29]=[C:28]([NH:41][C:42]2[CH:47]=[CH:46][C:45]([C:48]([N:50]3[CH2:55][CH2:54][O:53][CH2:52][CH2:51]3)=[O:49])=[CH:44][N:43]=2)[C:27]1=[O:56].[O-]P([O-])([O-])=O.[K+].[K+].[K+].C([O-])(=O)C.[Na+]. The catalyst is O.C1C=CC(P(C2C=CC=CC=2)[C-]2C=CC=C2)=CC=1.C1C=CC(P(C2C=CC=CC=2)[C-]2C=CC=C2)=CC=1.Cl[Pd]Cl.[Fe+2].C(#N)C. The product is [CH3:20][C:14]1([CH3:21])[CH2:13][C:12]2[CH:11]=[C:10]3[N:17]([CH2:18][CH2:19][N:8]([C:4]4[C:3]([CH:23]=[O:24])=[C:2]([C:30]5[CH:29]=[C:28]([NH:41][C:42]6[CH:47]=[CH:46][C:45]([C:48]([N:50]7[CH2:55][CH2:54][O:53][CH2:52][CH2:51]7)=[O:49])=[CH:44][N:43]=6)[C:27](=[O:56])[N:26]([CH3:25])[CH:31]=5)[CH:7]=[CH:6][N:5]=4)[C:9]3=[O:22])[C:16]=2[CH2:15]1. The yield is 0.830. (2) The yield is 0.750. The reactants are [F:1][C:2]1[CH:3]=[C:4]([C:9]2[N:14]=[C:13]([C:15]([NH2:17])=[O:16])[C:12]([CH3:18])=[N:11][C:10]=2[CH3:19])[CH:5]=[CH:6][C:7]=1[OH:8].[F:20][C:21]([F:40])([F:39])[S:22](N(C1C=CC=CC=1)[S:22]([C:21]([F:40])([F:39])[F:20])(=[O:24])=[O:23])(=[O:24])=[O:23].C(=O)([O-])[O-].[K+].[K+]. The catalyst is C1COCC1. The product is [F:20][C:21]([F:40])([F:39])[S:22]([O:8][C:7]1[CH:6]=[CH:5][C:4]([C:9]2[C:10]([CH3:19])=[N:11][C:12]([CH3:18])=[C:13]([C:15](=[O:16])[NH2:17])[N:14]=2)=[CH:3][C:2]=1[F:1])(=[O:24])=[O:23]. (3) The reactants are [CH3:1][C:2]([C:5]1[CH:6]=[CH:7][C:8]([S:11]([NH:14][C:15]2[C:16]([O:31][C:32]3[CH:33]=[CH:34][CH:35]=[CH:36][C:37]=3[O:38][CH3:39])=[C:17]([O:27][CH2:28][CH2:29][OH:30])[N:18]=[C:19]([C:21]3[N:22]=[CH:23][CH:24]=[CH:25][N:26]=3)[N:20]=2)(=[O:13])=[O:12])=[CH:9][CH:10]=1)([CH3:4])[CH3:3].ClCCl.Cl. The catalyst is O.C(O)C. The product is [CH3:4][C:2]([C:5]1[CH:6]=[CH:7][C:8]([S:11]([NH:14][C:15]2[N:20]=[C:19]([C:21]3[N:22]=[CH:23][CH:24]=[CH:25][N:26]=3)[N:18]=[C:17]([O:27][CH2:28][CH2:29][OH:30])[C:16]=2[O:31][C:32]2[C:37]([O:38][CH3:39])=[CH:36][CH:35]=[CH:34][CH:33]=2)(=[O:12])=[O:13])=[CH:9][CH:10]=1)([CH3:1])[CH3:3].[OH2:12]. The yield is 0.760. (4) The reactants are C(OC([N:8]1[CH2:11][CH:10]([C:12]2[C:17]([N:18]3[CH2:23][CH2:22][O:21][CH2:20][CH2:19]3)=[N:16][CH:15]=[CH:14][N:13]=2)[CH2:9]1)=O)(C)(C)C.[ClH:24].CO. No catalyst specified. The product is [ClH:24].[NH:8]1[CH2:11][CH:10]([C:12]2[C:17]([N:18]3[CH2:19][CH2:20][O:21][CH2:22][CH2:23]3)=[N:16][CH:15]=[CH:14][N:13]=2)[CH2:9]1. The yield is 1.00.